The task is: Predict the reaction yield, written as a fraction of the theoretical maximum amount of product (1.0 means a 100% yield; for example, 0.34 means a 34% yield).. This data is from Reaction yield outcomes from USPTO patents with 853,638 reactions. The reactants are Cl[C:2]1[N:7]=[CH:6][C:5]([CH:8]([CH3:25])[C:9]([NH:11][C:12]2[CH:17]=[CH:16][C:15]([C:18]3[CH:23]=[CH:22][N:21]=[C:20]([CH3:24])[CH:19]=3)=[CH:14][CH:13]=2)=[O:10])=[CH:4][CH:3]=1.[NH:26]1[CH2:31][CH2:30][CH2:29][CH2:28][CH2:27]1. No catalyst specified. The product is [CH3:24][C:20]1[CH:19]=[C:18]([C:15]2[CH:16]=[CH:17][C:12]([NH:11][C:9](=[O:10])[CH:8]([C:5]3[CH:6]=[N:7][C:2]([N:26]4[CH2:31][CH2:30][CH2:29][CH2:28][CH2:27]4)=[CH:3][CH:4]=3)[CH3:25])=[CH:13][CH:14]=2)[CH:23]=[CH:22][N:21]=1. The yield is 0.510.